This data is from Catalyst prediction with 721,799 reactions and 888 catalyst types from USPTO. The task is: Predict which catalyst facilitates the given reaction. (1) Reactant: [OH:1][CH:2]1[CH2:5][CH:4]([C:6]([O:8][CH3:9])=[O:7])[CH2:3]1.N1C=CC=CC=1.[C:16]1([CH3:36])[CH:21]=[CH:20][C:19]([S:22](O[S:22]([C:19]2[CH:20]=[CH:21][C:16]([CH3:36])=[CH:17][CH:18]=2)(=[O:24])=[O:23])(=[O:24])=[O:23])=[CH:18][CH:17]=1. Product: [CH3:36][C:16]1[CH:21]=[CH:20][C:19]([S:22]([O:1][CH:2]2[CH2:5][CH:4]([C:6]([O:8][CH3:9])=[O:7])[CH2:3]2)(=[O:24])=[O:23])=[CH:18][CH:17]=1. The catalyst class is: 2. (2) Product: [NH:1]1[C:5]2=[N:6][CH:7]=[C:8]([C:10]3[CH:15]=[CH:14][N:13]=[C:12]([NH2:16])[CH:11]=3)[CH:9]=[C:4]2[CH:3]=[N:2]1. Reactant: [NH:1]1[C:5]2=[N:6][CH:7]=[C:8]([C:10]3[CH:15]=[CH:14][N:13]=[C:12]([NH:16]C(=O)C)[CH:11]=3)[CH:9]=[C:4]2[CH:3]=[N:2]1.[OH-].[Na+].CO.O. The catalyst class is: 1. (3) The catalyst class is: 1. Product: [Br:17][CH2:10][CH2:11][CH2:12][C:5]1[S:1][C:2]([C:6]([OH:8])=[O:7])=[CH:3][CH:4]=1. Reactant: [S:1]1[CH:5]=[CH:4][CH:3]=[C:2]1[C:6]([OH:8])=[O:7].[Li+].[CH3:10][CH:11]([N-]C(C)C)[CH3:12].[Br:17]C(Br)(C)C.[Cl-].[NH4+].[Cl-].[Na+].Cl.